Dataset: Cav3 T-type calcium channel HTS with 100,875 compounds. Task: Binary Classification. Given a drug SMILES string, predict its activity (active/inactive) in a high-throughput screening assay against a specified biological target. (1) The drug is O(C(=O)CCN1C(=O)c2c(C1=O)cccc2)c1cc(cc(c1)C)C. The result is 0 (inactive). (2) The drug is s1c(n2ncc(c2C(F)(F)F)C(OCC)=O)nc(c2ccccc2)c1. The result is 0 (inactive). (3) The compound is Clc1ccc(C2(O)CCN(CC2)C2CC(=O)NC2=O)cc1. The result is 0 (inactive). (4) The molecule is O(C(=O)C1CC1)c1cc(C2c3c([nH]nc3OC(N)=C2C#N)C)ccc1OCC. The result is 0 (inactive). (5) The compound is O=C(NC1CCCCC1)Nc1cc2nc(n(c2cc1)C)CCN1CCCCC1. The result is 0 (inactive). (6) The compound is s1c(CNC(=O)C2N(C3CCCCC3)C(=O)CC2)ccc1. The result is 0 (inactive). (7) The drug is S(=O)(=O)(N(C1CCCCC1)CC)c1cc(c(OC)cc1)C. The result is 1 (active).